This data is from Forward reaction prediction with 1.9M reactions from USPTO patents (1976-2016). The task is: Predict the product of the given reaction. (1) Given the reactants [C:1]([O:5][C:6]([NH:8][C@@H:9]([CH2:22][C:23]1[C:31]2[C:26](=[CH:27][CH:28]=[CH:29][CH:30]=2)[NH:25][CH:24]=1)[CH2:10][O:11][C:12]1[CH:13]=[N:14][CH:15]=[C:16]([CH:21]=1)[C:17]([O:19][CH3:20])=[O:18])=[O:7])([CH3:4])([CH3:3])[CH3:2].CC#N.[CH3:35][C:36]([O:39][C:40](O[C:40]([O:39][C:36]([CH3:38])([CH3:37])[CH3:35])=[O:41])=[O:41])([CH3:38])[CH3:37], predict the reaction product. The product is: [C:36]([O:39][C:40]([N:25]1[C:26]2[C:31](=[CH:30][CH:29]=[CH:28][CH:27]=2)[C:23]([CH2:22][CH:9]([NH:8][C:6]([O:5][C:1]([CH3:4])([CH3:2])[CH3:3])=[O:7])[CH2:10][O:11][C:12]2[CH:13]=[N:14][CH:15]=[C:16]([C:17]([O:19][CH3:20])=[O:18])[CH:21]=2)=[CH:24]1)=[O:41])([CH3:38])([CH3:37])[CH3:35]. (2) Given the reactants Cl.[C:2]1([N:8]([C:10]2[CH:15]=[CH:14][CH:13]=[CH:12][CH:11]=2)[NH2:9])[CH:7]=[CH:6][CH:5]=[CH:4][CH:3]=1.Br[C:17]1[CH:22]=[CH:21][CH:20]=[CH:19][CH:18]=1.CC([O-])(C)C.[Na+], predict the reaction product. The product is: [C:17]1([NH:9][N:8]([C:10]2[CH:15]=[CH:14][CH:13]=[CH:12][CH:11]=2)[C:2]2[CH:3]=[CH:4][CH:5]=[CH:6][CH:7]=2)[CH:22]=[CH:21][CH:20]=[CH:19][CH:18]=1. (3) Given the reactants [S:1]1[CH:5]=[CH:4][C:3]([CH:6]=[O:7])=[C:2]1[CH:8]=[O:9].[CH2:10]([OH:13])[CH2:11]O.[C:14](=[O:17])([O-])[O-].[Na+].[Na+].[C:20]1(C)C=CC=CC=1, predict the reaction product. The product is: [O:9]1[CH2:20][CH2:14][O:17][CH:8]1[C:2]1[S:1][CH:5]=[CH:4][C:3]=1[CH:6]1[O:13][CH2:10][CH2:11][O:7]1. (4) Given the reactants [NH2:1][CH2:2][C@H:3]1[N:8]([C:9]([C:11]2[N:12]=[C:13]([CH3:23])[S:14][C:15]=2[C:16]2[CH:17]=[C:18]([CH3:22])[CH:19]=[CH:20][CH:21]=2)=[O:10])[CH2:7][C@@H:6]2[C@H:4]1[CH2:5]2.[CH3:24][O:25][C:26]1[CH:27]=[C:28]([CH:34]=[CH:35][CH:36]=1)[O:29][CH2:30][C:31](O)=[O:32], predict the reaction product. The product is: [CH3:24][O:25][C:26]1[CH:27]=[C:28]([CH:34]=[CH:35][CH:36]=1)[O:29][CH2:30][C:31]([NH:1][CH2:2][C@H:3]1[N:8]([C:9]([C:11]2[N:12]=[C:13]([CH3:23])[S:14][C:15]=2[C:16]2[CH:17]=[C:18]([CH3:22])[CH:19]=[CH:20][CH:21]=2)=[O:10])[CH2:7][C@@H:6]2[C@H:4]1[CH2:5]2)=[O:32]. (5) Given the reactants [CH3:1][O:2][C:3]1[CH:8]=[CH:7][C:6]([C:9]2[CH:14]=[C:13]([CH2:15][CH:16]3[CH2:21][CH2:20][O:19][CH2:18][CH2:17]3)[N:12]=[C:11]([N:22]3[CH2:27][CH2:26][N:25]([CH3:28])[CH2:24][CH2:23]3)[CH:10]=2)=[CH:5][CH:4]=1.[C:29]([OH:36])(=[O:35])/[CH:30]=[CH:31]\[C:32]([OH:34])=[O:33], predict the reaction product. The product is: [C:29]([OH:36])(=[O:35])/[CH:30]=[CH:31]\[C:32]([OH:34])=[O:33].[CH3:1][O:2][C:3]1[CH:8]=[CH:7][C:6]([C:9]2[CH:14]=[C:13]([CH2:15][CH:16]3[CH2:17][CH2:18][O:19][CH2:20][CH2:21]3)[N:12]=[C:11]([N:22]3[CH2:27][CH2:26][N:25]([CH3:28])[CH2:24][CH2:23]3)[CH:10]=2)=[CH:5][CH:4]=1. (6) Given the reactants [Br:1][C:2]1[C:3]([CH3:14])=[N:4][NH:5][C:6]=1[C:7]1[CH:12]=[CH:11][C:10]([F:13])=[CH:9][CH:8]=1.O1CCCCC1[O:21][CH:22]1[CH2:27][CH2:26][CH:25]([CH2:28]O)[CH2:24][CH2:23]1.C1(P(C2C=CC=CC=2)C2C=CC=CC=2)C=CC=CC=1.N(C(OC(C)C)=O)=NC(OC(C)C)=O.O.C1(C)C=CC(S(O)(=O)=O)=CC=1, predict the reaction product. The product is: [Br:1][C:2]1[C:3]([CH3:14])=[N:4][N:5]([CH2:28][CH:25]2[CH2:26][CH2:27][CH:22]([OH:21])[CH2:23][CH2:24]2)[C:6]=1[C:7]1[CH:12]=[CH:11][C:10]([F:13])=[CH:9][CH:8]=1. (7) Given the reactants [C:1]([O:5][C:6]([NH:8][C@@H:9]([CH2:13][C:14]1[CH:19]=[CH:18][C:17]([OH:20])=[CH:16][CH:15]=1)[C:10]([OH:12])=[O:11])=[O:7])([CH3:4])([CH3:3])[CH3:2].[H][H], predict the reaction product. The product is: [C:1]([O:5][C:6]([NH:8][C@@H:9]([CH2:13][CH:14]1[CH2:15][CH2:16][CH:17]([OH:20])[CH2:18][CH2:19]1)[C:10]([OH:12])=[O:11])=[O:7])([CH3:4])([CH3:2])[CH3:3].